From a dataset of Peptide-MHC class I binding affinity with 185,985 pairs from IEDB/IMGT. Regression. Given a peptide amino acid sequence and an MHC pseudo amino acid sequence, predict their binding affinity value. This is MHC class I binding data. (1) The MHC is HLA-A31:01 with pseudo-sequence HLA-A31:01. The peptide sequence is RIGTAATKR. The binding affinity (normalized) is 0.726. (2) The binding affinity (normalized) is 0.333. The peptide sequence is AAKTPVIVV. The MHC is HLA-A02:02 with pseudo-sequence HLA-A02:02. (3) The peptide sequence is REWFMDLNL. The MHC is HLA-B18:01 with pseudo-sequence HLA-B18:01. The binding affinity (normalized) is 0.333.